Task: Predict the product of the given reaction.. Dataset: Forward reaction prediction with 1.9M reactions from USPTO patents (1976-2016) (1) Given the reactants [CH3:1][C:2]([C:4]1[CH:9]=[CH:8][C:7]([F:10])=[C:6]([C:11]([F:14])([F:13])[F:12])[CH:5]=1)=[O:3].[Se](=O)=[O:16], predict the reaction product. The product is: [F:10][C:7]1[CH:8]=[CH:9][C:4]([C:2](=[O:3])[CH:1]=[O:16])=[CH:5][C:6]=1[C:11]([F:14])([F:12])[F:13]. (2) Given the reactants [NH2:1][C:2]1[CH:19]=[CH:18][C:5]([O:6][C:7]2[C:12]3[N:13]=[CH:14][C:15](=[O:17])[NH:16][C:11]=3[N:10]=[CH:9][CH:8]=2)=[CH:4][C:3]=1[S:20][CH3:21].[Cl:22][C:23]1[CH:28]=[CH:27][C:26]([N:29]=[C:30]=[O:31])=[CH:25][C:24]=1[C:32]([F:35])([F:34])[F:33], predict the reaction product. The product is: [Cl:22][C:23]1[CH:28]=[CH:27][C:26]([NH:29][C:30]([NH:1][C:2]2[CH:19]=[CH:18][C:5]([O:6][C:7]3[C:12]4[N:13]=[CH:14][C:15](=[O:17])[NH:16][C:11]=4[N:10]=[CH:9][CH:8]=3)=[CH:4][C:3]=2[S:20][CH3:21])=[O:31])=[CH:25][C:24]=1[C:32]([F:33])([F:34])[F:35].